This data is from Reaction yield outcomes from USPTO patents with 853,638 reactions. The task is: Predict the reaction yield, written as a fraction of the theoretical maximum amount of product (1.0 means a 100% yield; for example, 0.34 means a 34% yield). (1) The reactants are [C:1]([O:5][C:6]([N:8]1[CH2:13][CH2:12][C:11](=[C:14](Br)[C:15]2[CH:20]=[CH:19][C:18]([C:21](=[O:27])[N:22]([CH2:25][CH3:26])[CH2:23][CH3:24])=[CH:17][CH:16]=2)[CH2:10][CH2:9]1)=[O:7])([CH3:4])([CH3:3])[CH3:2].[OH:29][C:30]1[CH:35]=[CH:34][CH:33]=[CH:32][C:31]=1B(O)O.C1(C)C=CC=CC=1.C([O-])([O-])=O.[Na+].[Na+]. The catalyst is CCOC(C)=O.C(O)C. The product is [CH2:23]([N:22]([CH2:25][CH3:26])[C:21]([C:18]1[CH:19]=[CH:20][C:15]([C:14]([C:31]2[CH:32]=[CH:33][CH:34]=[CH:35][C:30]=2[OH:29])=[C:11]2[CH2:12][CH2:13][N:8]([C:6]([O:5][C:1]([CH3:4])([CH3:3])[CH3:2])=[O:7])[CH2:9][CH2:10]2)=[CH:16][CH:17]=1)=[O:27])[CH3:24]. The yield is 1.00. (2) The reactants are [CH3:1][O:2][C:3]([C:5]1[S:6][C:7]([CH2:10][CH2:11][CH2:12][C@H:13]2[CH2:17][CH2:16][CH:15]=[C:14]2[C:18]2[CH:23]=[CH:22][C:21]([C@H:24]([O:30]C(=O)C3C=CC([N+]([O-])=O)=CC=3)[CH2:25][CH2:26][CH2:27][CH2:28][CH3:29])=[CH:20][CH:19]=2)=[CH:8][CH:9]=1)=[O:4].C([O-])([O-])=O.[K+].[K+].C1COCC1.Cl. The catalyst is CO. The product is [CH3:1][O:2][C:3]([C:5]1[S:6][C:7]([CH2:10][CH2:11][CH2:12][C@H:13]2[CH2:17][CH2:16][CH:15]=[C:14]2[C:18]2[CH:19]=[CH:20][C:21]([C@H:24]([OH:30])[CH2:25][CH2:26][CH2:27][CH2:28][CH3:29])=[CH:22][CH:23]=2)=[CH:8][CH:9]=1)=[O:4]. The yield is 0.750. (3) The yield is 0.0900. The reactants are F[C:2]1[CH:10]=[N:9][CH:8]=[CH:7][C:3]=1[C:4]([OH:6])=[O:5].[F:11][C:12]([F:22])([F:21])[O:13][C:14]1[CH:20]=[CH:19][C:17]([NH2:18])=[CH:16][CH:15]=1.[Li+].C[Si]([N-][Si](C)(C)C)(C)C.Cl. The product is [F:11][C:12]([F:21])([F:22])[O:13][C:14]1[CH:15]=[CH:16][C:17]([NH:18][C:2]2[CH:10]=[N:9][CH:8]=[CH:7][C:3]=2[C:4]([OH:6])=[O:5])=[CH:19][CH:20]=1. The catalyst is C1COCC1. (4) The reactants are [NH2:1][C:2]1[CH:3]=[C:4]2[C:8](=[CH:9][CH:10]=1)[NH:7][C:6](=[O:11])[CH2:5]2.[CH3:12][S:13](Cl)(=[O:15])=[O:14]. The catalyst is ClCCl. The product is [O:11]=[C:6]1[CH2:5][C:4]2[C:8](=[CH:9][CH:10]=[C:2]([NH:1][S:13]([CH3:12])(=[O:15])=[O:14])[CH:3]=2)[NH:7]1. The yield is 0.900. (5) The reactants are Br[C:2]1[CH:28]=[CH:27][C:5]([CH2:6][N:7]2[C:15]3[C:10](=[CH:11][CH:12]=[CH:13][CH:14]=3)[C:9]3([C:19]4[CH:20]=[C:21]([F:25])[C:22]([F:24])=[CH:23][C:18]=4[O:17][CH2:16]3)[C:8]2=[O:26])=[CH:4][CH:3]=1.C1(C2C3C(=CC=CC=3)C=CC=2P(C2C=CC=CC=2)C2C=CC=CC=2)C2C(=CC=CC=2)C=CC=1P(C1C=CC=CC=1)C1C=CC=CC=1.[C:75]([N:82]1[CH2:86][CH2:85][C@@H:84]([NH2:87])[CH2:83]1)([O:77][C:78]([CH3:81])([CH3:80])[CH3:79])=[O:76].CC(C)([O-])C.[Na+]. The product is [F:25][C:21]1[C:22]([F:24])=[CH:23][C:18]2[O:17][CH2:16][C:9]3([C:10]4[C:15](=[CH:14][CH:13]=[CH:12][CH:11]=4)[N:7]([CH2:6][C:5]4[CH:4]=[CH:3][C:2]([NH:87][C@@H:84]5[CH2:85][CH2:86][N:82]([C:75]([O:77][C:78]([CH3:81])([CH3:80])[CH3:79])=[O:76])[CH2:83]5)=[CH:28][CH:27]=4)[C:8]3=[O:26])[C:19]=2[CH:20]=1. The yield is 0.740. The catalyst is C1(C)C=CC=CC=1.C1C=CC(/C=C/C(/C=C/C2C=CC=CC=2)=O)=CC=1.C1C=CC(/C=C/C(/C=C/C2C=CC=CC=2)=O)=CC=1.C1C=CC(/C=C/C(/C=C/C2C=CC=CC=2)=O)=CC=1.[Pd].[Pd]. (6) The reactants are [Br:1][C:2]1[CH:3]=[C:4]([CH2:8]O)[CH:5]=[N:6][CH:7]=1.S(Cl)([Cl:12])=O.[OH-].[Na+]. The catalyst is C(Cl)Cl. The product is [Br:1][C:2]1[CH:7]=[N:6][CH:5]=[C:4]([CH2:8][Cl:12])[CH:3]=1. The yield is 0.930.